From a dataset of TCR-epitope binding with 47,182 pairs between 192 epitopes and 23,139 TCRs. Binary Classification. Given a T-cell receptor sequence (or CDR3 region) and an epitope sequence, predict whether binding occurs between them. (1) The epitope is ELAGIGILTV. The TCR CDR3 sequence is CASSQAVGRPIYEQYF. Result: 1 (the TCR binds to the epitope). (2) The epitope is QASQEVKNW. The TCR CDR3 sequence is CASSVGTAISSYEQYF. Result: 0 (the TCR does not bind to the epitope).